From a dataset of Forward reaction prediction with 1.9M reactions from USPTO patents (1976-2016). Predict the product of the given reaction. (1) Given the reactants [CH3:1][C:2]1[CH:11]=[CH:10][C:5]([C:6]([O:8][CH3:9])=[O:7])=[CH:4][C:3]=1[N:12]1[CH:21]=[CH:20][C:19]2[C:14](=[CH:15][C:16](OS(C(F)(F)F)(=O)=O)=[CH:17][CH:18]=2)[C:13]1=[O:30].C(N(CC)CC)C.[CH3:38][N:39]([CH3:43])[CH2:40][C:41]#[CH:42].[Li+].[Cl-], predict the reaction product. The product is: [CH3:38][N:39]([CH3:43])[CH2:40][C:41]#[C:42][C:16]1[CH:15]=[C:14]2[C:19]([CH:20]=[CH:21][N:12]([C:3]3[CH:4]=[C:5]([CH:10]=[CH:11][C:2]=3[CH3:1])[C:6]([O:8][CH3:9])=[O:7])[C:13]2=[O:30])=[CH:18][CH:17]=1. (2) Given the reactants Cl[C:2]1[N:7]=[C:6]([Cl:8])[N:5]=[C:4]([O:9][CH2:10][C:11]([NH:13][C:14]2[CH:19]=[CH:18][CH:17]=[C:16]([C:20]([F:23])([F:22])[F:21])[CH:15]=2)=[O:12])[N:3]=1.C1COCC1.[NH3:29], predict the reaction product. The product is: [NH2:29][C:2]1[N:7]=[C:6]([Cl:8])[N:5]=[C:4]([O:9][CH2:10][C:11]([NH:13][C:14]2[CH:19]=[CH:18][CH:17]=[C:16]([C:20]([F:23])([F:22])[F:21])[CH:15]=2)=[O:12])[N:3]=1.